From a dataset of Forward reaction prediction with 1.9M reactions from USPTO patents (1976-2016). Predict the product of the given reaction. (1) Given the reactants C[N:2](C)/[CH:3]=[CH:4]/[C:5]([C:7]1[C:12](=[O:13])[CH:11]=[CH:10][N:9]([C:14]2[CH:19]=[CH:18][CH:17]=[C:16]([CH2:20][CH3:21])[CH:15]=2)[N:8]=1)=O.[C:23]1([NH:29]N)[CH:28]=[CH:27][CH:26]=[CH:25][CH:24]=1, predict the reaction product. The product is: [CH2:20]([C:16]1[CH:15]=[C:14]([N:9]2[CH:10]=[CH:11][C:12](=[O:13])[C:7]([C:5]3[N:29]([C:23]4[CH:28]=[CH:27][CH:26]=[CH:25][CH:24]=4)[N:2]=[CH:3][CH:4]=3)=[N:8]2)[CH:19]=[CH:18][CH:17]=1)[CH3:21]. (2) The product is: [CH3:22][C:4]1[CH:5]=[C:6]([NH:8][C:9](=[O:10])[NH:11][CH2:12][CH2:13][N:14]2[CH2:19][CH2:18][CH:17]([N:20]([CH3:21])[S:29]([C:23]3[CH:28]=[CH:27][CH:26]=[CH:25][CH:24]=3)(=[O:31])=[O:30])[CH2:16][CH2:15]2)[CH:7]=[C:2]([CH3:1])[N:3]=1. Given the reactants [CH3:1][C:2]1[CH:7]=[C:6]([NH:8][C:9]([NH:11][CH2:12][CH2:13][N:14]2[CH2:19][CH2:18][CH:17]([NH:20][CH3:21])[CH2:16][CH2:15]2)=[O:10])[CH:5]=[C:4]([CH3:22])[N:3]=1.[C:23]1([S:29](Cl)(=[O:31])=[O:30])[CH:28]=[CH:27][CH:26]=[CH:25][CH:24]=1, predict the reaction product. (3) Given the reactants [O:1]=[C:2]1[CH:7]=[CH:6][C:5]([C:8]2[O:12][N:11]=[C:10]([C:13]3[CH:18]=[CH:17][C:16]([C:19]([CH3:25])([CH3:24])[C:20]([F:23])([F:22])[F:21])=[CH:15][CH:14]=3)[N:9]=2)=[CH:4][N:3]1[CH2:26][C:27]1[CH:28]=[C:29]([CH:33]=[CH:34][CH:35]=1)[C:30](Cl)=[O:31].[CH3:36][NH2:37], predict the reaction product. The product is: [CH3:36][NH:37][C:30](=[O:31])[C:29]1[CH:33]=[CH:34][CH:35]=[C:27]([CH2:26][N:3]2[CH:4]=[C:5]([C:8]3[O:12][N:11]=[C:10]([C:13]4[CH:18]=[CH:17][C:16]([C:19]([CH3:25])([CH3:24])[C:20]([F:23])([F:21])[F:22])=[CH:15][CH:14]=4)[N:9]=3)[CH:6]=[CH:7][C:2]2=[O:1])[CH:28]=1. (4) Given the reactants Cl[C:2]1[N:3]=[N:4][C:5]([CH2:8][C:9]2[CH:14]=[C:13]([C@H:15]3[C@H:20]([O:21][CH2:22][C:23]4[CH:28]=[CH:27][CH:26]=[CH:25][CH:24]=4)[C@@H:19]([O:29][CH2:30][C:31]4[CH:36]=[CH:35][CH:34]=[CH:33][CH:32]=4)[C@H:18]([O:37][CH2:38][C:39]4[CH:44]=[CH:43][CH:42]=[CH:41][CH:40]=4)[C@@H:17]([CH2:45][O:46][CH2:47][C:48]4[CH:53]=[CH:52][CH:51]=[CH:50][CH:49]=4)[O:16]3)[CH:12]=[CH:11][C:10]=2[Cl:54])=[CH:6][CH:7]=1.[CH3:55][N:56](C)C=O, predict the reaction product. The product is: [Cl:54][C:10]1[CH:11]=[CH:12][C:13]([C@H:15]2[C@H:20]([O:21][CH2:22][C:23]3[CH:24]=[CH:25][CH:26]=[CH:27][CH:28]=3)[C@@H:19]([O:29][CH2:30][C:31]3[CH:36]=[CH:35][CH:34]=[CH:33][CH:32]=3)[C@H:18]([O:37][CH2:38][C:39]3[CH:40]=[CH:41][CH:42]=[CH:43][CH:44]=3)[C@@H:17]([CH2:45][O:46][CH2:47][C:48]3[CH:53]=[CH:52][CH:51]=[CH:50][CH:49]=3)[O:16]2)=[CH:14][C:9]=1[CH2:8][C:5]1[N:4]=[N:3][C:2]([C:55]#[N:56])=[CH:7][CH:6]=1. (5) Given the reactants [N:1]([O-])=O.[Na+].[NH2:5][C:6]1[CH:15]=[CH:14][CH:13]=[C:12]2[C:7]=1[CH:8]=[CH:9][C:10]([OH:16])=[CH:11]2.[F:17][B-:18]([F:21])([F:20])[F:19].[H+], predict the reaction product. The product is: [F:17][B-:18]([F:21])([F:20])[F:19].[OH:16][C:10]1[CH:11]=[C:12]2[C:7](=[CH:8][CH:9]=1)[C:6]([N+:5]#[N:1])=[CH:15][CH:14]=[CH:13]2. (6) Given the reactants C1(C)C=CC(S(O[CH2:11][CH:12]=[CH:13][C:14]([F:17])([F:16])[F:15])(=O)=O)=CC=1.[F:19][C:20]([F:30])([F:29])[CH2:21][CH2:22][S:23]([CH2:26][C:27]#[N:28])(=[O:25])=[O:24].[H-].[Na+].Cl, predict the reaction product. The product is: [F:15][C:14]([F:17])([F:16])[CH:13]=[CH:12][CH2:11][CH:26]([S:23]([CH2:22][CH2:21][C:20]([F:19])([F:29])[F:30])(=[O:24])=[O:25])[C:27]#[N:28].